Dataset: Experimentally validated miRNA-target interactions with 360,000+ pairs, plus equal number of negative samples. Task: Binary Classification. Given a miRNA mature sequence and a target amino acid sequence, predict their likelihood of interaction. The miRNA is ath-miR159a with sequence UUUGGAUUGAAGGGAGCUCUA. The protein sequence of the target gene is MPEQERQITAREGASRKILSKLSLPTRAWEPAMKKSFAFDNVGYEGGLDGLGPSSQVATSTVRILGMTCQSCVKSIEDRISNLKGIISMKVSLEQGSATVKYVPSVVCLQQVCHQIGDMGFEASIAEGKAASWPSRSLPAQEAVVKLRVEGMTCQSCVSSIEGKVRKLQGVVRVKVSLSNQEAVITYQPYLIQPEDLRDHVNDMGFEAAIKSKVAPLSLGPIDIERLQSTNPKRPLSSANQNFNNSETLGHQGSHVVTLQLRIDGMHCKSCVLNIEENIGQLLGVQSIQVSLENKTAQVK.... Result: 0 (no interaction).